Dataset: Full USPTO retrosynthesis dataset with 1.9M reactions from patents (1976-2016). Task: Predict the reactants needed to synthesize the given product. Given the product [CH2:25]([O:24][C:22](=[O:23])[N:11]([CH2:10][CH:9]([O:13][CH3:14])[O:8][CH3:7])[CH3:12])[C:26]1[CH:31]=[CH:30][CH:29]=[CH:28][CH:27]=1, predict the reactants needed to synthesize it. The reactants are: C([O-])([O-])=O.[K+].[K+].[CH3:7][O:8][CH:9]([O:13][CH3:14])[CH2:10][NH:11][CH3:12].CC1OCCC1.Cl[C:22]([O:24][CH2:25][C:26]1[CH:31]=[CH:30][CH:29]=[CH:28][CH:27]=1)=[O:23].